From a dataset of Reaction yield outcomes from USPTO patents with 853,638 reactions. Predict the reaction yield, written as a fraction of the theoretical maximum amount of product (1.0 means a 100% yield; for example, 0.34 means a 34% yield). (1) The product is [NH2:26][C:24]([C:21]1[NH:2][CH:3]=[C:4]([C:5]([O:7][CH2:8][CH3:9])=[O:6])[C:10]=1[C:11]1[CH:12]=[CH:13][C:14]([N+:17]([O-:19])=[O:18])=[CH:15][CH:16]=1)=[O:25]. The yield is 0.837. The catalyst is CC(O)=O. The reactants are C[N:2]([CH3:21])[CH:3]=[C:4]([C:10](=O)[C:11]1[CH:16]=[CH:15][C:14]([N+:17]([O-:19])=[O:18])=[CH:13][CH:12]=1)[C:5]([O:7][CH2:8][CH3:9])=[O:6].NC(C(N)=O)[C:24]([NH2:26])=[O:25]. (2) The reactants are [CH2:1]([O:8][C:9]([NH:11][C@H:12]([CH2:16][S:17][S:18][CH2:19][C@@H:20]([NH:24][C:25]([O:27][CH2:28][C:29]1[CH:34]=[CH:33][CH:32]=[CH:31][CH:30]=1)=[O:26])[C:21]([OH:23])=[O:22])[C:13]([OH:15])=[O:14])=[O:10])[C:2]1[CH:7]=[CH:6][CH:5]=[CH:4][CH:3]=1.C(=O)([O-])[O-].[K+].[K+].[CH2:41](Br)[C:42]1[CH:47]=[CH:46][CH:45]=[CH:44][CH:43]=1.O. The catalyst is CN(C=O)C. The product is [CH2:41]([O:14][C:13](=[O:15])[C@H:12]([NH:11][C:9]([O:8][CH2:1][C:2]1[CH:3]=[CH:4][CH:5]=[CH:6][CH:7]=1)=[O:10])[CH2:16][S:17][S:18][CH2:19][C@@H:20]([NH:24][C:25]([O:27][CH2:28][C:29]1[CH:30]=[CH:31][CH:32]=[CH:33][CH:34]=1)=[O:26])[C:21]([O:23][CH2:1][C:2]1[CH:7]=[CH:6][CH:5]=[CH:4][CH:3]=1)=[O:22])[C:42]1[CH:47]=[CH:46][CH:45]=[CH:44][CH:43]=1. The yield is 0.778. (3) The reactants are [F:1][C:2]1[CH:7]=[CH:6][CH:5]=[CH:4][C:3]=1[CH2:8][O:9][C:10]1[CH:15]=[CH:14][C:13]([C@H:16]2[CH2:20][CH2:19][C@:18]3([CH2:24][CH2:23][NH:22][C:21]3=[O:25])[N:17]2C(OC(C)(C)C)=O)=[CH:12][CH:11]=1.C([Cl:36])(=O)C. The catalyst is CCOC(C)=O.CO. The product is [ClH:36].[F:1][C:2]1[CH:7]=[CH:6][CH:5]=[CH:4][C:3]=1[CH2:8][O:9][C:10]1[CH:11]=[CH:12][C:13]([C@H:16]2[CH2:20][CH2:19][C@:18]3([CH2:24][CH2:23][NH:22][C:21]3=[O:25])[NH:17]2)=[CH:14][CH:15]=1. The yield is 0.920. (4) The reactants are C[N:2](C)[CH:3]=[CH:4][C:5]([C:7]1[C:12](=[O:13])[CH:11]=[CH:10][N:9]([C:14]2[CH:19]=[CH:18][N:17]=[CH:16][CH:15]=2)[N:8]=1)=O.[C:21]1([NH:27]N)[CH:26]=[CH:25][CH:24]=[CH:23][CH:22]=1. The catalyst is CO. The product is [C:21]1([N:27]2[C:5]([C:7]3[C:12](=[O:13])[CH:11]=[CH:10][N:9]([C:14]4[CH:19]=[CH:18][N:17]=[CH:16][CH:15]=4)[N:8]=3)=[CH:4][CH:3]=[N:2]2)[CH:26]=[CH:25][CH:24]=[CH:23][CH:22]=1. The yield is 0.160. (5) The reactants are [Cl:1][C:2]1[C:12]([N+:13]([O-:15])=[O:14])=[CH:11][C:5]2[N:6]=[C:7](SC)[O:8][C:4]=2[CH:3]=1.[NH2:16][C:17]1[CH:22]=[C:21]([N+:23]([O-])=O)[C:20](Cl)=[CH:19]C=1O.Cl.[C:29](OCC)(=O)[CH3:30]. The yield is 0.740. The product is [Cl:1][C:2]1[C:12]([N+:13]([O-:15])=[O:14])=[CH:11][C:5]2[N:6]=[C:7]([N:23]3[CH:21]4[CH2:22][CH2:17][N:16]([CH2:19][CH2:20]4)[CH2:30][CH2:29]3)[O:8][C:4]=2[CH:3]=1. No catalyst specified.